Dataset: Reaction yield outcomes from USPTO patents with 853,638 reactions. Task: Predict the reaction yield, written as a fraction of the theoretical maximum amount of product (1.0 means a 100% yield; for example, 0.34 means a 34% yield). (1) The reactants are [CH:1]1[C:13]2[CH:12]([CH2:14][O:15][C:16](ON3C(=O)CCC3=O)=[O:17])[C:11]3[C:6](=[CH:7][CH:8]=[CH:9][CH:10]=3)[C:5]=2[CH:4]=[CH:3][CH:2]=1.[NH2:26][CH2:27][C@H:28]1[CH2:33][CH2:32][C@H:31]([C:34]([OH:36])=[O:35])[CH2:30][CH2:29]1.Cl. The catalyst is O1CCOCC1.C([O-])([O-])=O.[Na+].[Na+]. The product is [CH:1]1[C:13]2[CH:12]([CH2:14][O:15][C:16]([NH:26][CH2:27][C@H:28]3[CH2:29][CH2:30][C@H:31]([C:34]([OH:36])=[O:35])[CH2:32][CH2:33]3)=[O:17])[C:11]3[C:6](=[CH:7][CH:8]=[CH:9][CH:10]=3)[C:5]=2[CH:4]=[CH:3][CH:2]=1. The yield is 0.330. (2) The reactants are Cl[Sn](Cl)(Cl)Cl.[CH3:6][C:7]1[S:11][C:10]2[CH:12]=[CH:13][CH:14]=[CH:15][C:9]=2[CH:8]=1.[CH3:16][O:17]C(Cl)Cl.Cl. The catalyst is C(Cl)Cl. The product is [CH3:6][C:7]1[S:11][C:10]2[CH:12]=[CH:13][CH:14]=[CH:15][C:9]=2[C:8]=1[CH:16]=[O:17]. The yield is 0.980. (3) The reactants are C([O:8][C:9]([N:11]1[CH2:16][CH2:15][CH:14]([N:17]2[C:21]([NH:22][C:23]([NH:25][C@@H:26]3[C:35]4[C:30](=[CH:31][CH:32]=[CH:33][CH:34]=4)[C@H:29]([O:36][C:37]4[CH:38]=[CH:39][C:40]5[N:41]([C:43]([CH:46]([CH3:48])[CH3:47])=[N:44][N:45]=5)[CH:42]=4)[CH2:28][CH2:27]3)=[O:24])=[CH:20][C:19]([C:49]([CH3:52])([CH3:51])[CH3:50])=[N:18]2)[CH2:13][CH2:12]1)=O)C1C=CC=CC=1.C=O.CC(O)=O.[BH-](OC(C)=O)(OC(C)=O)OC(C)=O.[Na+]. The catalyst is C(Cl)Cl. The product is [NH4+:11].[OH-:8].[C:49]([C:19]1[CH:20]=[C:21]([NH:22][C:23]([NH:25][C@@H:26]2[C:35]3[C:30](=[CH:31][CH:32]=[CH:33][CH:34]=3)[C@H:29]([O:36][C:37]3[CH:38]=[CH:39][C:40]4[N:41]([C:43]([CH:46]([CH3:48])[CH3:47])=[N:44][N:45]=4)[CH:42]=3)[CH2:28][CH2:27]2)=[O:24])[N:17]([CH:14]2[CH2:13][CH2:12][N:11]([CH3:9])[CH2:16][CH2:15]2)[N:18]=1)([CH3:52])([CH3:51])[CH3:50]. The yield is 0.00100.